The task is: Predict which catalyst facilitates the given reaction.. This data is from Catalyst prediction with 721,799 reactions and 888 catalyst types from USPTO. Reactant: [Cl:1][C:2]1[C:10]2[O:9][CH2:8][CH:7]([OH:11])[C:6]=2[C:5]([CH:12]2[C@H:17]([O:18][CH2:19][C:20]3[CH:25]=[CH:24][CH:23]=[CH:22][CH:21]=3)[C@@H:16]([O:26][CH2:27][C:28]3[CH:33]=[CH:32][CH:31]=[CH:30][CH:29]=3)[C@H:15]([O:34][CH2:35][C:36]3[CH:41]=[CH:40][CH:39]=[CH:38][CH:37]=3)[C@@H:14]([CH2:42][O:43][CH2:44][C:45]3[CH:50]=[CH:49][CH:48]=[CH:47][CH:46]=3)[O:13]2)=[CH:4][C:3]=1[CH2:51][C:52]1[CH:57]=[CH:56][C:55]([O:58][CH2:59][CH3:60])=[CH:54][CH:53]=1.I[CH3:62].[H-].[Na+]. Product: [Cl:1][C:2]1[C:10]2[O:9][CH2:8][CH:7]([O:11][CH3:62])[C:6]=2[C:5]([CH:12]2[C@H:17]([O:18][CH2:19][C:20]3[CH:25]=[CH:24][CH:23]=[CH:22][CH:21]=3)[C@@H:16]([O:26][CH2:27][C:28]3[CH:33]=[CH:32][CH:31]=[CH:30][CH:29]=3)[C@H:15]([O:34][CH2:35][C:36]3[CH:41]=[CH:40][CH:39]=[CH:38][CH:37]=3)[C@@H:14]([CH2:42][O:43][CH2:44][C:45]3[CH:46]=[CH:47][CH:48]=[CH:49][CH:50]=3)[O:13]2)=[CH:4][C:3]=1[CH2:51][C:52]1[CH:57]=[CH:56][C:55]([O:58][CH2:59][CH3:60])=[CH:54][CH:53]=1. The catalyst class is: 634.